This data is from NCI-60 drug combinations with 297,098 pairs across 59 cell lines. The task is: Regression. Given two drug SMILES strings and cell line genomic features, predict the synergy score measuring deviation from expected non-interaction effect. (1) Drug 1: C1CC(C1)(C(=O)O)C(=O)O.[NH2-].[NH2-].[Pt+2]. Drug 2: N.N.Cl[Pt+2]Cl. Cell line: SN12C. Synergy scores: CSS=35.0, Synergy_ZIP=-8.80, Synergy_Bliss=4.86, Synergy_Loewe=-7.06, Synergy_HSA=4.17. (2) Drug 1: CCC1(CC2CC(C3=C(CCN(C2)C1)C4=CC=CC=C4N3)(C5=C(C=C6C(=C5)C78CCN9C7C(C=CC9)(C(C(C8N6C=O)(C(=O)OC)O)OC(=O)C)CC)OC)C(=O)OC)O.OS(=O)(=O)O. Drug 2: CN(C(=O)NC(C=O)C(C(C(CO)O)O)O)N=O. Cell line: HCC-2998. Synergy scores: CSS=3.00, Synergy_ZIP=-2.10, Synergy_Bliss=-5.61, Synergy_Loewe=-22.0, Synergy_HSA=-10.5. (3) Drug 1: C1=C(C(=O)NC(=O)N1)N(CCCl)CCCl. Drug 2: C1=CC(=CC=C1CC(C(=O)O)N)N(CCCl)CCCl.Cl. Cell line: T-47D. Synergy scores: CSS=27.4, Synergy_ZIP=-6.81, Synergy_Bliss=3.45, Synergy_Loewe=-0.797, Synergy_HSA=2.58. (4) Drug 1: C1CN1C2=NC(=NC(=N2)N3CC3)N4CC4. Drug 2: CNC(=O)C1=NC=CC(=C1)OC2=CC=C(C=C2)NC(=O)NC3=CC(=C(C=C3)Cl)C(F)(F)F. Cell line: UACC62. Synergy scores: CSS=10.3, Synergy_ZIP=-21.3, Synergy_Bliss=-37.1, Synergy_Loewe=-33.7, Synergy_HSA=-32.2. (5) Cell line: PC-3. Drug 2: CCCCCOC(=O)NC1=NC(=O)N(C=C1F)C2C(C(C(O2)C)O)O. Drug 1: C1=NC2=C(N1)C(=S)N=C(N2)N. Synergy scores: CSS=17.3, Synergy_ZIP=-6.62, Synergy_Bliss=-3.67, Synergy_Loewe=-25.8, Synergy_HSA=-3.97.